This data is from NCI-60 drug combinations with 297,098 pairs across 59 cell lines. The task is: Regression. Given two drug SMILES strings and cell line genomic features, predict the synergy score measuring deviation from expected non-interaction effect. (1) Cell line: HOP-62. Drug 2: C1CN1C2=NC(=NC(=N2)N3CC3)N4CC4. Drug 1: C1=NC(=NC(=O)N1C2C(C(C(O2)CO)O)O)N. Synergy scores: CSS=41.7, Synergy_ZIP=2.81, Synergy_Bliss=7.28, Synergy_Loewe=-11.2, Synergy_HSA=7.31. (2) Cell line: 786-0. Drug 1: C1CCC(C(C1)N)N.C(=O)(C(=O)[O-])[O-].[Pt+4]. Drug 2: CC1C(C(CC(O1)OC2CC(CC3=C2C(=C4C(=C3O)C(=O)C5=C(C4=O)C(=CC=C5)OC)O)(C(=O)CO)O)N)O.Cl. Synergy scores: CSS=34.8, Synergy_ZIP=-8.24, Synergy_Bliss=-11.2, Synergy_Loewe=-8.94, Synergy_HSA=-7.11.